This data is from Reaction yield outcomes from USPTO patents with 853,638 reactions. The task is: Predict the reaction yield, written as a fraction of the theoretical maximum amount of product (1.0 means a 100% yield; for example, 0.34 means a 34% yield). The reactants are C([N:8]1[CH2:17][CH2:16][C:15]2[C:10](=[CH:11][CH:12]=[N:13][C:14]=2Br)[CH2:9]1)C1C=CC=CC=1.CC([O-])(C)C.[Na+].[F:25][C:26]([F:35])([F:34])[C:27]1[CH:33]=[CH:32][C:30]([NH2:31])=[CH:29][CH:28]=1.[C:36]1([CH3:42])[CH:41]=[CH:40][CH:39]=[CH:38][CH:37]=1. The catalyst is C1C=CC(/C=C/C(/C=C/C2C=CC=CC=2)=O)=CC=1.C1C=CC(/C=C/C(/C=C/C2C=CC=CC=2)=O)=CC=1.C1C=CC(/C=C/C(/C=C/C2C=CC=CC=2)=O)=CC=1.[Pd].[Pd].C1C=CC(P([C]2[CH][CH][CH][CH]2)C2C=CC=CC=2)=CC=1.C1C=CC(P([C]2[CH][CH][CH][CH]2)C2C=CC=CC=2)=CC=1.Cl[Pd]Cl.[Fe]. The product is [CH2:42]([CH:17]1[CH2:16][C:15]2[C:14]([NH:31][C:30]3[CH:32]=[CH:33][C:27]([C:26]([F:34])([F:35])[F:25])=[CH:28][CH:29]=3)=[N:13][CH:12]=[CH:11][C:10]=2[CH2:9][NH:8]1)[C:36]1[CH:41]=[CH:40][CH:39]=[CH:38][CH:37]=1. The yield is 0.920.